Dataset: Forward reaction prediction with 1.9M reactions from USPTO patents (1976-2016). Task: Predict the product of the given reaction. (1) Given the reactants [C:1]([O:5][C:6]([NH:8][CH2:9][C@H:10]1[CH2:15][CH2:14][C@H:13]([C:16]([NH:18][C@H:19]([C:37](=[O:50])[NH:38][C:39]2[CH:44]=[CH:43][C:42]([C:45]3[N:46]=[N:47][NH:48][N:49]=3)=[CH:41][CH:40]=2)[CH2:20][C:21]2[CH:26]=[CH:25][C:24]([C:27]3[CH:32]=[C:31]([CH3:33])[CH:30]=[C:29]([C:34](O)=[O:35])[CH:28]=3)=[CH:23][CH:22]=2)=[O:17])[CH2:12][CH2:11]1)=[O:7])([CH3:4])([CH3:3])[CH3:2].[CH3:51][N:52]([CH3:60])[CH:53]1[CH2:58][CH2:57][CH:56]([NH2:59])[CH2:55][CH2:54]1.C(N(CC)C(C)C)(C)C.CN(C(N(C)C)=[N+]1C2C(=NC=CC=2)[N+]([O-])=N1)C, predict the reaction product. The product is: [CH3:51][N:52]([CH3:60])[CH:53]1[CH2:58][CH2:57][CH:56]([NH:59][C:34]([C:29]2[CH:28]=[C:27]([C:24]3[CH:23]=[CH:22][C:21]([CH2:20][C@H:19]([NH:18][C:16]([C@H:13]4[CH2:12][CH2:11][C@H:10]([CH2:9][NH:8][C:6](=[O:7])[O:5][C:1]([CH3:3])([CH3:2])[CH3:4])[CH2:15][CH2:14]4)=[O:17])[C:37](=[O:50])[NH:38][C:39]4[CH:40]=[CH:41][C:42]([C:45]5[N:46]=[N:47][NH:48][N:49]=5)=[CH:43][CH:44]=4)=[CH:26][CH:25]=3)[CH:32]=[C:31]([CH3:33])[CH:30]=2)=[O:35])[CH2:55][CH2:54]1. (2) Given the reactants [N:1]1([C:5]2[N:10]=[C:9]([CH3:11])[N:8]=[C:7]([NH:12][NH:13][C:14](=[O:34])[C@H:15]([CH2:28][CH:29]3[CH2:33][CH2:32][CH2:31][CH2:30]3)[CH2:16][N:17]([O:20]CC3C=CC=CC=3)[CH:18]=[O:19])[C:6]=2[F:35])[CH2:4][CH2:3][CH2:2]1, predict the reaction product. The product is: [N:1]1([C:5]2[N:10]=[C:9]([CH3:11])[N:8]=[C:7]([NH:12][NH:13][C:14](=[O:34])[C@H:15]([CH2:28][CH:29]3[CH2:30][CH2:31][CH2:32][CH2:33]3)[CH2:16][N:17]([OH:20])[CH:18]=[O:19])[C:6]=2[F:35])[CH2:2][CH2:3][CH2:4]1. (3) Given the reactants [CH3:1][C:2]1([CH3:21])[C:11]2[C:6](=[C:7]([CH2:12][O:13][CH:14]3[CH2:19][CH2:18][CH2:17][CH2:16][O:15]3)[CH:8]=[CH:9][CH:10]=2)[NH:5][C:4](=[O:20])[CH2:3]1.[H-].[Na+].Cl[CH2:25][O:26][CH2:27][CH2:28][Si:29]([CH3:32])([CH3:31])[CH3:30], predict the reaction product. The product is: [CH3:1][C:2]1([CH3:21])[C:11]2[C:6](=[C:7]([CH2:12][O:13][CH:14]3[CH2:19][CH2:18][CH2:17][CH2:16][O:15]3)[CH:8]=[CH:9][CH:10]=2)[N:5]([CH2:25][O:26][CH2:27][CH2:28][Si:29]([CH3:32])([CH3:31])[CH3:30])[C:4](=[O:20])[CH2:3]1. (4) Given the reactants Cl[C:2]1[CH:7]=[C:6]([C:8]2[CH:13]=[C:12]([Cl:14])[CH:11]=[CH:10][C:9]=2[CH2:15][CH3:16])[N:5]=[C:4]([NH2:17])[N:3]=1.[Cl:18][C:19]1[CH:25]=[CH:24][C:22]([NH2:23])=[CH:21][CH:20]=1, predict the reaction product. The product is: [Cl:14][C:12]1[CH:11]=[CH:10][C:9]([CH2:15][CH3:16])=[C:8]([C:6]2[N:5]=[C:4]([NH2:17])[N:3]=[C:2]([NH:23][C:22]3[CH:24]=[CH:25][C:19]([Cl:18])=[CH:20][CH:21]=3)[CH:7]=2)[CH:13]=1.